This data is from Peptide-MHC class I binding affinity with 185,985 pairs from IEDB/IMGT. The task is: Regression. Given a peptide amino acid sequence and an MHC pseudo amino acid sequence, predict their binding affinity value. This is MHC class I binding data. The peptide sequence is CQLMYALEPR. The MHC is HLA-A68:01 with pseudo-sequence HLA-A68:01. The binding affinity (normalized) is 0.812.